This data is from Cav3 T-type calcium channel HTS with 100,875 compounds. The task is: Binary Classification. Given a drug SMILES string, predict its activity (active/inactive) in a high-throughput screening assay against a specified biological target. (1) The compound is S1c2c(N(c3c1cccc3)C(=O)CSc1n(nnn1)CC)cccc2. The result is 0 (inactive). (2) The drug is S(=O)(=O)(n1nc(nc1NCc1occc1)c1ccccc1)CC. The result is 0 (inactive). (3) The result is 0 (inactive). The compound is o1nc(c2nc(NCCOC)nc(c2)C)cc1C(=O)NCc1ccccc1. (4) The compound is S(C(CC1CC(N2CCCC2)=C(C(=O)C1)C(=O)CCC)C)CC. The result is 0 (inactive). (5) The molecule is Oc1n(CCCO)c(=O)c(c(c1CN1CCCCC1)C)C#N. The result is 0 (inactive). (6) The molecule is S(=O)(=O)(N(c1ccc(OC)cc1)CC(O)=O)c1cccnc1. The result is 0 (inactive).